Predict the reactants needed to synthesize the given product. From a dataset of Full USPTO retrosynthesis dataset with 1.9M reactions from patents (1976-2016). (1) Given the product [Br:1][C:2]1[CH:3]=[C:4]([CH:5]=[CH:6][CH:7]=1)[O:8][CH2:19][CH2:18][SiH:17]([CH3:20])[CH3:16], predict the reactants needed to synthesize it. The reactants are: [Br:1][C:2]1[CH:3]=[C:4]([OH:8])[CH:5]=[CH:6][CH:7]=1.CCN(CC)CC.[CH3:16][Si:17](Cl)([CH3:20])[CH2:18][CH3:19]. (2) Given the product [CH2:9]1[C@@H:7]([OH:8])[C@@H:6]2[O:21][C:16]3=[C:17]([OH:20])[CH:18]=[CH:19][C:14]4=[C:15]3[C@:5]32[CH2:4][CH2:3][N:2]([CH2:1][CH:26]2[CH2:27][CH2:28]2)[C@H:12]([CH2:13]4)[C@:11]3([OH:22])[CH2:10]1, predict the reactants needed to synthesize it. The reactants are: [CH3:1][N:2]1[C@@H:12]2[CH2:13][C:14]3[CH:19]=[CH:18][C:17]([OH:20])=[C:16]4[O:21][C@H:6]5[C:7]([CH:9]=[CH:10][C@:11]2([OH:22])[C@:5]5([C:15]=34)[CH2:4][CH2:3]1)=[O:8].CN1[C:28](=O)[CH2:27][CH2:26]C1.C1(C=O)CC1.[H][H]. (3) Given the product [CH3:21][O:20][C:18](=[O:19])[C:17]1[CH:22]=[CH:23][C:14]([NH:13][C:2]2[S:3][C:4]3[CH:10]=[C:9]([O:11][CH3:12])[CH:8]=[CH:7][C:5]=3[N:6]=2)=[CH:15][CH:16]=1, predict the reactants needed to synthesize it. The reactants are: Cl[C:2]1[S:3][C:4]2[CH:10]=[C:9]([O:11][CH3:12])[CH:8]=[CH:7][C:5]=2[N:6]=1.[NH2:13][C:14]1[CH:23]=[CH:22][C:17]([C:18]([O:20][CH3:21])=[O:19])=[CH:16][CH:15]=1.C([O-])([O-])=O.[K+].[K+].[H-].[Na+]. (4) Given the product [Cl:31][C:32]1[CH:40]=[CH:39][CH:38]=[C:37]([C:41]([F:42])([F:43])[F:44])[C:33]=1[C:34]([N:6]1[C:7]2[C:3](=[C:2]([F:1])[CH:10]=[CH:9][CH:8]=2)[C:4]([C:11]2[CH2:16][CH2:15][CH:14]([C:17]([O:19][C:20]([CH3:23])([CH3:22])[CH3:21])=[O:18])[CH2:13][CH:12]=2)=[CH:5]1)=[O:35], predict the reactants needed to synthesize it. The reactants are: [F:1][C:2]1[CH:10]=[CH:9][CH:8]=[C:7]2[C:3]=1[C:4]([C:11]1[CH2:16][CH2:15][CH:14]([C:17]([O:19][C:20]([CH3:23])([CH3:22])[CH3:21])=[O:18])[CH2:13][CH:12]=1)=[CH:5][NH:6]2.CN(C=O)C.[H-].[Na+].[Cl:31][C:32]1[CH:40]=[CH:39][CH:38]=[C:37]([C:41]([F:44])([F:43])[F:42])[C:33]=1[C:34](Cl)=[O:35]. (5) Given the product [C@H:23]([NH:26][C:2]1[C:3]([C:16]2[CH:21]=[CH:20][CH:19]=[CH:18][CH:17]=2)=[N:4][C:5]2[C:10]([N:11]=1)=[CH:9][C:8]([C:12]([O:14][CH3:15])=[O:13])=[CH:7][CH:6]=2)([CH2:24][CH3:25])[CH3:22], predict the reactants needed to synthesize it. The reactants are: Br[C:2]1[C:3]([C:16]2[CH:21]=[CH:20][CH:19]=[CH:18][CH:17]=2)=[N:4][C:5]2[C:10]([N:11]=1)=[CH:9][C:8]([C:12]([O:14][CH3:15])=[O:13])=[CH:7][CH:6]=2.[CH3:22][C@H:23]([NH2:26])[CH2:24][CH3:25]. (6) Given the product [CH3:1][N+:2]1([CH3:26])[C@@H:3]2[C@@H:9]3[O:10][C@@H:8]3[C@H:7]1[CH2:6][C@@H:5]([O:11][C:12]([C:14]([OH:25])([C:15]1[S:19][CH:18]=[CH:17][CH:16]=1)[C:20]1[S:24][CH:23]=[CH:22][CH:21]=1)=[O:13])[CH2:4]2.[OH2:10].[Br-:27], predict the reactants needed to synthesize it. The reactants are: [CH3:1][N:2]1[CH:7]2[CH:8]3[O:10][CH:9]3[CH:3]1[CH2:4][CH:5]([O:11][C:12]([C:14]([OH:25])([C:20]1[S:24][CH:23]=[CH:22][CH:21]=1)[C:15]1[S:19][CH:18]=[CH:17][CH:16]=1)=[O:13])[CH2:6]2.[CH3:26][Br:27]. (7) The reactants are: N1C=CC=CC=1.[NH2:7][C:8]1[CH:21]=[CH:20][C:19]([N+:22]([O-:24])=[O:23])=[CH:18][C:9]=1[C:10]([C:12]1[CH:17]=[CH:16][CH:15]=[CH:14][CH:13]=1)=[O:11].[CH3:25][O:26][C:27]1[CH:32]=[CH:31][C:30]([S:33](Cl)(=[O:35])=[O:34])=[CH:29][CH:28]=1.Cl. Given the product [CH3:25][O:26][C:27]1[CH:28]=[CH:29][C:30]([S:33]([NH:7][C:8]2[CH:21]=[CH:20][C:19]([N+:22]([O-:24])=[O:23])=[CH:18][C:9]=2[C:10]([C:12]2[CH:13]=[CH:14][CH:15]=[CH:16][CH:17]=2)=[O:11])(=[O:35])=[O:34])=[CH:31][CH:32]=1, predict the reactants needed to synthesize it. (8) Given the product [CH3:17][CH:18]([CH3:40])[C@@H:19]([O:10][CH2:9][CH2:8][O:1][C:2]1[CH:7]=[CH:6][CH:5]=[CH:4][CH:3]=1)[C:20]([NH:22][C@H:23]([C:25]1[CH:26]=[CH:27][C:28]([C:29]([O:31][CH3:32])=[O:30])=[CH:33][CH:34]=1)[CH3:24])=[O:21], predict the reactants needed to synthesize it. The reactants are: [O:1]([CH2:8][CH2:9][OH:10])[C:2]1[CH:7]=[CH:6][CH:5]=[CH:4][CH:3]=1.CC(C)([O-])C.[K+].[CH3:17][CH:18]([CH3:40])[C@@H:19](OS(C)(=O)=O)[C:20]([NH:22][C@H:23]([C:25]1[CH:34]=[CH:33][C:28]([C:29]([O:31][CH3:32])=[O:30])=[CH:27][CH:26]=1)[CH3:24])=[O:21].O.